This data is from Reaction yield outcomes from USPTO patents with 853,638 reactions. The task is: Predict the reaction yield, written as a fraction of the theoretical maximum amount of product (1.0 means a 100% yield; for example, 0.34 means a 34% yield). (1) The reactants are Br[C:2]1[C:3](=[O:14])[N:4]([CH3:13])[C:5]([NH:8][CH2:9][CH:10]2[CH2:12][CH2:11]2)=[N:6][CH:7]=1.[CH2:15]([O:22][C:23]1[CH:28]=[CH:27][C:26](B(O)O)=[CH:25][C:24]=1[F:32])[C:16]1[CH:21]=[CH:20][CH:19]=[CH:18][CH:17]=1.[Cl-].[Li+]. The product is [CH2:15]([O:22][C:23]1[CH:28]=[CH:27][C:26]([C:2]2[C:3](=[O:14])[N:4]([CH3:13])[C:5]([NH:8][CH2:9][CH:10]3[CH2:12][CH2:11]3)=[N:6][CH:7]=2)=[CH:25][C:24]=1[F:32])[C:16]1[CH:17]=[CH:18][CH:19]=[CH:20][CH:21]=1. The yield is 0.780. The catalyst is O1CCOCC1.C([O-])([O-])=O.[Na+].[Na+].C1C=CC([P]([Pd]([P](C2C=CC=CC=2)(C2C=CC=CC=2)C2C=CC=CC=2)([P](C2C=CC=CC=2)(C2C=CC=CC=2)C2C=CC=CC=2)[P](C2C=CC=CC=2)(C2C=CC=CC=2)C2C=CC=CC=2)(C2C=CC=CC=2)C2C=CC=CC=2)=CC=1. (2) The catalyst is C(O)C. The yield is 0.390. The product is [Cl:31][C:27]1[C:26]([F:32])=[C:25]([CH:30]=[CH:29][CH:28]=1)[NH:24][C:15]1[C:14]2[C:19](=[CH:20][C:21]([O:22][CH3:23])=[C:12]([O:11][CH:7]3[CH2:8][CH2:9][CH2:10][N:5]([C:3](=[O:4])[CH2:2][N:34]([CH3:35])[CH3:33])[CH2:6]3)[CH:13]=2)[N:18]=[CH:17][N:16]=1. The reactants are Cl[CH2:2][C:3]([N:5]1[CH2:10][CH2:9][CH2:8][CH:7]([O:11][C:12]2[CH:13]=[C:14]3[C:19](=[CH:20][C:21]=2[O:22][CH3:23])[N:18]=[CH:17][N:16]=[C:15]3[NH:24][C:25]2[CH:30]=[CH:29][CH:28]=[C:27]([Cl:31])[C:26]=2[F:32])[CH2:6]1)=[O:4].[CH3:33][NH:34][CH3:35]. (3) The reactants are Cl.[NH2:2][CH2:3][C:4]1[CH:13]=[CH:12][C:7]([C:8]([O:10][CH3:11])=[O:9])=[CH:6][CH:5]=1.Cl.[N:15]1([C:20](N)=[NH:21])C=CC=N1.CCN(C(C)C)C(C)C. The catalyst is C(O)C. The product is [OH2:9].[OH2:9].[CH3:11][O:10][C:8](=[O:9])[C:7]1[CH:6]=[CH:5][C:4]([CH2:3][NH:2][C:20]([NH2:21])=[NH:15])=[CH:13][CH:12]=1. The yield is 0.910. (4) The reactants are [F:1][C:2]1[CH:10]=[CH:9][C:8]([O:11][C:12]([F:15])([F:14])[F:13])=[CH:7][C:3]=1/[CH:4]=[N:5]/O.C(N(CC)CC)C.FC(F)(F)C(OC(=O)C(F)(F)F)=O. The catalyst is C1COCC1. The product is [F:1][C:2]1[CH:10]=[CH:9][C:8]([O:11][C:12]([F:13])([F:14])[F:15])=[CH:7][C:3]=1[C:4]#[N:5]. The yield is 0.830. (5) The reactants are CN(C(ON1N=NC2C=CC=CC1=2)=[N+](C)C)C.[B-](F)(F)(F)F.[CH:23]1([C:29]2[C:30]3[CH:31]=[CH:32][C:33]([C:50]([O:52][CH3:53])=[O:51])=[CH:34][C:35]=3[N:36]3[CH2:42][CH:41]([C:43](O)=[O:44])[CH2:40][C:39]4[CH:46]=[CH:47][CH:48]=[CH:49][C:38]=4[C:37]=23)[CH2:28][CH2:27][CH2:26][CH2:25][CH2:24]1.[NH:54]1[CH2:59][CH2:58][O:57][CH2:56][CH2:55]1.C(N(CC)C(C)C)(C)C. The catalyst is CN(C=O)C. The product is [CH:23]1([C:29]2[C:30]3[CH:31]=[CH:32][C:33]([C:50]([O:52][CH3:53])=[O:51])=[CH:34][C:35]=3[N:36]3[CH2:42][CH:41]([C:43]([N:54]4[CH2:59][CH2:58][O:57][CH2:56][CH2:55]4)=[O:44])[CH2:40][C:39]4[CH:46]=[CH:47][CH:48]=[CH:49][C:38]=4[C:37]=23)[CH2:28][CH2:27][CH2:26][CH2:25][CH2:24]1. The yield is 0.860.